From a dataset of Peptide-MHC class I binding affinity with 185,985 pairs from IEDB/IMGT. Regression. Given a peptide amino acid sequence and an MHC pseudo amino acid sequence, predict their binding affinity value. This is MHC class I binding data. (1) The MHC is HLA-B40:01 with pseudo-sequence HLA-B40:01. The binding affinity (normalized) is 0.0847. The peptide sequence is RPAKSMDSL. (2) The peptide sequence is FAAAAARTL. The MHC is HLA-A30:01 with pseudo-sequence HLA-A30:01. The binding affinity (normalized) is 0.0847.